Task: Predict the product of the given reaction.. Dataset: Forward reaction prediction with 1.9M reactions from USPTO patents (1976-2016) (1) Given the reactants CC([N:5]([C@H:9]1[CH2:13][CH2:12][N:11]([S:14]([C:17]2[C:18]([N:24]3[CH2:28][CH2:27][C@H:26]([NH:29]C(OC(C)(C)C)=O)[CH2:25]3)=[N:19][CH:20]=[C:21](Br)[CH:22]=2)(=[O:16])=[O:15])[CH2:10]1)C(=O)[O-])(C)C.[CH3:37][C:38]1([CH3:62])[CH2:47][CH2:46][C:45]2[N:44]=[CH:43][N:42]=[C:41]([N:48]3[CH2:54][C:53]4[CH:55]=[C:56](B(O)O)[CH:57]=[CH:58][C:52]=4[O:51][CH2:50][CH2:49]3)[C:40]=2[CH2:39]1, predict the reaction product. The product is: [NH2:29][C@H:26]1[CH2:27][CH2:28][N:24]([C:18]2[C:17]([S:14]([N:11]3[CH2:12][CH2:13][C@H:9]([NH2:5])[CH2:10]3)(=[O:16])=[O:15])=[CH:22][C:21]([C:56]3[CH:57]=[CH:58][C:52]4[O:51][CH2:50][CH2:49][N:48]([C:41]5[C:40]6[CH2:39][C:38]([CH3:37])([CH3:62])[CH2:47][CH2:46][C:45]=6[N:44]=[CH:43][N:42]=5)[CH2:54][C:53]=4[CH:55]=3)=[CH:20][N:19]=2)[CH2:25]1. (2) Given the reactants [CH:1]1[C:6]([NH2:7])=[CH:5][CH:4]=[C:3]([NH:8][C:9]2[CH:14]=[CH:13][C:12]([NH2:15])=[CH:11][CH:10]=2)[CH:2]=1.[N:16]1[N:17]=[CH:18][N:19]([C:21]2[CH:29]=[CH:28][C:24]([C:25](O)=[O:26])=[CH:23][CH:22]=2)[CH:20]=1, predict the reaction product. The product is: [NH:8]([C:3]1[CH:2]=[CH:1][C:6]([NH:7][C:25](=[O:26])[C:24]2[CH:28]=[CH:29][C:21]([N:19]3[CH:18]=[N:17][N:16]=[CH:20]3)=[CH:22][CH:23]=2)=[CH:5][CH:4]=1)[C:9]1[CH:14]=[CH:13][C:12]([NH:15][C:25](=[O:26])[C:24]2[CH:23]=[CH:22][C:21]([N:19]3[CH:20]=[N:16][N:17]=[CH:18]3)=[CH:29][CH:28]=2)=[CH:11][CH:10]=1. (3) Given the reactants [CH3:1][O:2][C:3]([C:5]1[CH:6]=[CH:7][C:8]([OH:11])=[CH:9][CH:10]=1)=[O:4].[CH2:12](O)[CH2:13][CH2:14][CH2:15][CH2:16][OH:17].C1(P(C2C=CC=CC=2)C2C=CC=CC=2)C=CC=CC=1, predict the reaction product. The product is: [OH:17][CH2:16][CH2:15][CH2:14][CH2:13][CH2:12][O:11][C:8]1[CH:9]=[CH:10][C:5]([C:3]([O:2][CH3:1])=[O:4])=[CH:6][CH:7]=1. (4) Given the reactants [CH:1]1([N:5]([C@@H:13]2[CH2:15][C@H:14]2[C:16]2[S:17][CH:18]=[C:19]([C:21](=[O:29])[NH:22][C:23]3[CH:24]=[N:25][N:26]([CH3:28])[CH:27]=3)[CH:20]=2)C(=O)OC(C)(C)C)[CH2:4][CH2:3][CH2:2]1.[ClH:30].C(OCC)(=O)C, predict the reaction product. The product is: [ClH:30].[CH:1]1([NH:5][C@@H:13]2[CH2:15][C@H:14]2[C:16]2[S:17][CH:18]=[C:19]([C:21]([NH:22][C:23]3[CH:24]=[N:25][N:26]([CH3:28])[CH:27]=3)=[O:29])[CH:20]=2)[CH2:2][CH2:3][CH2:4]1. (5) Given the reactants [O:1]1[CH2:6][CH2:5][N:4]([C:7]2[S:8][N:9]=[C:10]3[CH:15]=[C:14](Br)[CH:13]=[N:12][C:11]=23)[CH2:3][CH2:2]1.[CH3:17][O:18][C:19]1[CH:20]=[C:21](B(O)O)[CH:22]=[CH:23][CH:24]=1, predict the reaction product. The product is: [CH3:17][O:18][C:19]1[CH:24]=[C:23]([C:14]2[CH:13]=[N:12][C:11]3=[C:7]([N:4]4[CH2:5][CH2:6][O:1][CH2:2][CH2:3]4)[S:8][N:9]=[C:10]3[CH:15]=2)[CH:22]=[CH:21][CH:20]=1. (6) Given the reactants Br[CH2:2][C:3](=O)[C:4]([C:6]1[CH:11]=[CH:10][CH:9]=[CH:8][CH:7]=1)=[O:5].[NH2:13][C:14]1[CH:19]=[CH:18][C:17]([B:20]2[O:24][C:23]([CH3:26])([CH3:25])[C:22]([CH3:28])([CH3:27])[O:21]2)=[CH:16][N:15]=1, predict the reaction product. The product is: [C:6]1([C:4]([C:3]2[N:13]=[C:14]3[CH:19]=[CH:18][C:17]([B:20]4[O:24][C:23]([CH3:26])([CH3:25])[C:22]([CH3:28])([CH3:27])[O:21]4)=[CH:16][N:15]3[CH:2]=2)=[O:5])[CH:11]=[CH:10][CH:9]=[CH:8][CH:7]=1. (7) The product is: [CH3:29][C:21]1[NH:20][C:19]([CH:17]=[C:9]2[C:8]3[C:12](=[CH:13][CH:14]=[CH:15][C:7]=3[C:4]3[CH:5]=[CH:6][N:1]=[CH:2][CH:3]=3)[NH:11][C:10]2=[O:16])=[C:23]([CH2:24][CH2:25][C:26]([OH:28])=[O:27])[CH:22]=1. Given the reactants [N:1]1[CH:6]=[CH:5][C:4]([C:7]2[CH:15]=[CH:14][CH:13]=[C:12]3[C:8]=2[CH2:9][C:10](=[O:16])[NH:11]3)=[CH:3][CH:2]=1.[CH:17]([C:19]1[NH:20][C:21]([CH3:29])=[CH:22][C:23]=1[CH2:24][CH2:25][C:26]([OH:28])=[O:27])=O, predict the reaction product. (8) Given the reactants [F:1][C:2]1[CH:3]=[C:4]([C:10](=[O:12])[CH3:11])[CH:5]=[CH:6][C:7]=1[S:8][CH3:9].[Br:13]Br.C(OCC)(=O)C, predict the reaction product. The product is: [Br:13][CH2:11][C:10]([C:4]1[CH:5]=[CH:6][C:7]([S:8][CH3:9])=[C:2]([F:1])[CH:3]=1)=[O:12].